Dataset: NCI-60 drug combinations with 297,098 pairs across 59 cell lines. Task: Regression. Given two drug SMILES strings and cell line genomic features, predict the synergy score measuring deviation from expected non-interaction effect. (1) Drug 1: CC1C(C(CC(O1)OC2CC(CC3=C2C(=C4C(=C3O)C(=O)C5=C(C4=O)C(=CC=C5)OC)O)(C(=O)C)O)N)O.Cl. Drug 2: CN(C(=O)NC(C=O)C(C(C(CO)O)O)O)N=O. Cell line: HOP-62. Synergy scores: CSS=18.4, Synergy_ZIP=-6.71, Synergy_Bliss=-2.47, Synergy_Loewe=-19.3, Synergy_HSA=-5.32. (2) Drug 2: C1=NC2=C(N1)C(=S)N=C(N2)N. Synergy scores: CSS=23.5, Synergy_ZIP=-0.334, Synergy_Bliss=-2.10, Synergy_Loewe=-20.2, Synergy_HSA=-2.04. Cell line: SF-539. Drug 1: CN(C)C1=NC(=NC(=N1)N(C)C)N(C)C. (3) Drug 1: CN1CCC(CC1)COC2=C(C=C3C(=C2)N=CN=C3NC4=C(C=C(C=C4)Br)F)OC. Drug 2: C1CC(=O)NC(=O)C1N2CC3=C(C2=O)C=CC=C3N. Cell line: SK-OV-3. Synergy scores: CSS=16.1, Synergy_ZIP=-7.92, Synergy_Bliss=-1.21, Synergy_Loewe=-0.332, Synergy_HSA=-0.167.